From a dataset of CYP2D6 substrate classification data from Carbon-Mangels et al.. Regression/Classification. Given a drug SMILES string, predict its absorption, distribution, metabolism, or excretion properties. Task type varies by dataset: regression for continuous measurements (e.g., permeability, clearance, half-life) or binary classification for categorical outcomes (e.g., BBB penetration, CYP inhibition). Dataset: cyp2d6_substrate_carbonmangels. The compound is C#CC[C@]12CCC(=O)C=C1CC[C@H]1[C@@H]3CCC(=O)[C@@]3(C)CC[C@@H]12. The result is 0 (non-substrate).